From a dataset of Retrosynthesis with 50K atom-mapped reactions and 10 reaction types from USPTO. Predict the reactants needed to synthesize the given product. (1) Given the product Cc1cc([C@@H](C)NC(=O)c2ccc3nc(C(F)(F)F)cc(N4CC[C@H](O)C4)c3c2)c(F)cc1NS(C)(=O)=O, predict the reactants needed to synthesize it. The reactants are: Cc1cc([C@@H](C)N)c(F)cc1NS(C)(=O)=O.O=C(O)c1ccc2nc(C(F)(F)F)cc(N3CC[C@H](O)C3)c2c1. (2) Given the product CCC(CC)(NC(=O)c1ccc(N2CC(F)(F)C2)c(OCC2CC2)n1)C(=O)N1CC(F)(F)C1, predict the reactants needed to synthesize it. The reactants are: CCC(CC)(NC(=O)c1ccc(N2CC(F)(F)C2)c(OCC2CC2)n1)C(=O)O.FC1(F)CNC1.